Dataset: Reaction yield outcomes from USPTO patents with 853,638 reactions. Task: Predict the reaction yield, written as a fraction of the theoretical maximum amount of product (1.0 means a 100% yield; for example, 0.34 means a 34% yield). (1) The reactants are [CH3:1][N:2]([S:28]([C:31]1[CH:36]=[CH:35][CH:34]=[CH:33][N:32]=1)(=[O:30])=[O:29])[C:3]1[CH:4]=[CH:5][CH:6]=[C:7]2[C:11]=1[NH:10][C:9]([C:12]1[S:13][CH:14]([CH2:17][N:18]3[CH:22]=[CH:21][N:20]=[C:19]3[C:23](OCC)=[O:24])[CH2:15][N:16]=1)=[CH:8]2.[BH4-].[Li+].C(=O)([O-])O.[Na+]. The catalyst is O1CCCC1.CO. The product is [OH:24][CH2:23][C:19]1[N:18]([CH2:17][CH:14]2[S:13][C:12]([C:9]3[NH:10][C:11]4[C:7]([CH:8]=3)=[CH:6][CH:5]=[CH:4][C:3]=4[N:2]([CH3:1])[S:28]([C:31]3[CH:36]=[CH:35][CH:34]=[CH:33][N:32]=3)(=[O:29])=[O:30])=[N:16][CH2:15]2)[CH:22]=[CH:21][N:20]=1. The yield is 0.190. (2) The reactants are [F:1][C:2]([F:38])([F:37])[C:3]1[CH:4]=[C:5]([CH:34]=[CH:35][CH:36]=1)[CH2:6][NH:7][C:8](=[O:33])[C:9]1[CH:14]=[CH:13][N:12]=[C:11]([C:15]2[CH:20]=[C:19]([N:21]([CH2:26][CH2:27][O:28][CH3:29])[CH2:22][CH2:23][O:24][CH3:25])[CH:18]=[CH:17][C:16]=2[N+:30]([O-])=O)[CH:10]=1. The catalyst is CO.[Pd]. The yield is 0.710. The product is [F:37][C:2]([F:1])([F:38])[C:3]1[CH:4]=[C:5]([CH:34]=[CH:35][CH:36]=1)[CH2:6][NH:7][C:8](=[O:33])[C:9]1[CH:14]=[CH:13][N:12]=[C:11]([C:15]2[CH:20]=[C:19]([N:21]([CH2:22][CH2:23][O:24][CH3:25])[CH2:26][CH2:27][O:28][CH3:29])[CH:18]=[CH:17][C:16]=2[NH2:30])[CH:10]=1. (3) The reactants are [CH3:1][O:2][C:3]1[CH:4]=[C:5]([CH:15]=[CH:16][C:17]=1[N+:18]([O-])=O)[O:6][CH2:7][CH2:8][N:9]1[CH2:14][CH2:13][CH2:12][CH2:11][CH2:10]1.[H][H]. The catalyst is C(OCC)(=O)C.[Pd]. The product is [CH3:1][O:2][C:3]1[CH:4]=[C:5]([O:6][CH2:7][CH2:8][N:9]2[CH2:10][CH2:11][CH2:12][CH2:13][CH2:14]2)[CH:15]=[CH:16][C:17]=1[NH2:18]. The yield is 0.810. (4) The reactants are [Cl:1][C:2]1[C:7]([N:8]2[CH2:13][CH2:12][CH:11]([C:14]3[CH:19]=[CH:18][N:17]=[CH:16][CH:15]=3)[CH2:10][CH2:9]2)=[CH:6][N:5]=[N:4][C:3]=1[NH:20][NH:21][C:22](=O)[CH2:23][CH:24]1[CH2:26][CH2:25]1.P(Cl)(Cl)(Cl)=O. The catalyst is C(#N)C. The product is [Cl:1][C:2]1[C:3]2[N:4]([C:22]([CH2:23][CH:24]3[CH2:26][CH2:25]3)=[N:21][N:20]=2)[N:5]=[CH:6][C:7]=1[N:8]1[CH2:13][CH2:12][CH:11]([C:14]2[CH:19]=[CH:18][N:17]=[CH:16][CH:15]=2)[CH2:10][CH2:9]1. The yield is 0.0780. (5) The catalyst is CN(C=O)C. The reactants are [F:1][C:2]1[CH:7]=[CH:6][C:5]([F:8])=[CH:4][C:3]=1[C@H:9]1[CH2:13][CH2:12][CH2:11][N:10]1[C:14]1[CH:19]=[CH:18][N:17]2[N:20]=[CH:21][C:22](/[CH:23]=[CH:24]/[C:25](O)=[O:26])=[C:16]2[N:15]=1.CN(C(ON1N=NC2C=CC=NC1=2)=[N+](C)C)C.F[P-](F)(F)(F)(F)F.CCN(C(C)C)C(C)C.[CH3:61][C:62]1([OH:68])[CH2:67][CH2:66][NH:65][CH2:64][CH2:63]1. The yield is 1.00. The product is [F:1][C:2]1[CH:7]=[CH:6][C:5]([F:8])=[CH:4][C:3]=1[C@H:9]1[CH2:13][CH2:12][CH2:11][N:10]1[C:14]1[CH:19]=[CH:18][N:17]2[N:20]=[CH:21][C:22](/[CH:23]=[CH:24]/[C:25]([N:65]3[CH2:66][CH2:67][C:62]([OH:68])([CH3:61])[CH2:63][CH2:64]3)=[O:26])=[C:16]2[N:15]=1. (6) The reactants are C([Si](C)(C)[O:6][C:7]1[CH:8]=[C:9]2[C:14](=[CH:15][CH:16]=1)[N:13]([C:17]1[CH:22]=[CH:21][CH:20]=[CH:19][CH:18]=1)[CH2:12][CH2:11][CH2:10]2)(C)(C)C.CCCC[N+](CCCC)(CCCC)CCCC.[F-]. The catalyst is C1COCC1.O. The product is [C:17]1([N:13]2[C:14]3[C:9](=[CH:8][C:7]([OH:6])=[CH:16][CH:15]=3)[CH2:10][CH2:11][CH2:12]2)[CH:22]=[CH:21][CH:20]=[CH:19][CH:18]=1. The yield is 0.540.